Predict which catalyst facilitates the given reaction. From a dataset of Catalyst prediction with 721,799 reactions and 888 catalyst types from USPTO. Reactant: [N+:1]([C:4]1[CH:5]=[C:6]2[C:10](=[CH:11][CH:12]=1)[N:9]([CH:13]1[CH2:18][CH2:17][N:16]([C:19]([O:21][C:22]([CH3:25])([CH3:24])[CH3:23])=[O:20])[CH2:15][CH2:14]1)[CH:8]=[CH:7]2)([O-])=O. Product: [NH2:1][C:4]1[CH:5]=[C:6]2[C:10](=[CH:11][CH:12]=1)[N:9]([CH:13]1[CH2:18][CH2:17][N:16]([C:19]([O:21][C:22]([CH3:25])([CH3:24])[CH3:23])=[O:20])[CH2:15][CH2:14]1)[CH:8]=[CH:7]2. The catalyst class is: 63.